This data is from Reaction yield outcomes from USPTO patents with 853,638 reactions. The task is: Predict the reaction yield, written as a fraction of the theoretical maximum amount of product (1.0 means a 100% yield; for example, 0.34 means a 34% yield). (1) The reactants are Cl.Br[C:3]1[CH:14]=[N:13][C:6]2[NH:7][C:8](=[O:12])[CH2:9][NH:10][CH2:11][C:5]=2[CH:4]=1.[CH3:15][N:16]([CH2:21][C:22]1[O:23][C:24]2[CH:31]=[CH:30][CH:29]=[CH:28][C:25]=2[C:26]=1[CH3:27])[C:17](=[O:20])[CH:18]=[CH2:19].C(N(C(C)C)C(C)C)C.CC1C=CC=CC=1P(C1C=CC=CC=1C)C1C=CC=CC=1C. The catalyst is C(#N)CC.CN(C=O)C.C(Cl)Cl.CO.CC([O-])=O.CC([O-])=O.[Pd+2]. The product is [CH3:15][N:16]([CH2:21][C:22]1[O:23][C:24]2[CH:31]=[CH:30][CH:29]=[CH:28][C:25]=2[C:26]=1[CH3:27])[C:17](=[O:20])/[CH:18]=[CH:19]/[C:3]1[CH:14]=[N:13][C:6]2[NH:7][C:8](=[O:12])[CH2:9][NH:10][CH2:11][C:5]=2[CH:4]=1. The yield is 0.470. (2) The reactants are [F:1][CH:2]([F:38])[C:3]1[N:7]([C:8]2[N:13]=[C:12]([N:14]3[CH2:19][CH2:18][O:17][CH2:16][CH2:15]3)[N:11]=[C:10]([N:20]3[CH2:23][CH:22]([NH:24][C:25](=[O:31])[O:26][C:27]([CH3:30])([CH3:29])[CH3:28])[CH2:21]3)[N:9]=2)[C:6]2[CH:32]=[CH:33][CH:34]=[C:35]([O:36][CH3:37])[C:5]=2[N:4]=1.[H-].[Na+].[CH3:41]I. The catalyst is C1COCC1. The product is [F:38][CH:2]([F:1])[C:3]1[N:7]([C:8]2[N:13]=[C:12]([N:14]3[CH2:19][CH2:18][O:17][CH2:16][CH2:15]3)[N:11]=[C:10]([N:20]3[CH2:21][CH:22]([N:24]([CH3:41])[C:25](=[O:31])[O:26][C:27]([CH3:30])([CH3:29])[CH3:28])[CH2:23]3)[N:9]=2)[C:6]2[CH:32]=[CH:33][CH:34]=[C:35]([O:36][CH3:37])[C:5]=2[N:4]=1. The yield is 0.950. (3) The catalyst is CN(C=O)C.CCOCC. The reactants are C(C1C=C(C=CC=1OC(C)C)C(O)=O)#N.C1C=CC2N(O)N=NC=2C=1.C(Cl)CCl.ONC(=N)C1C=CN=CC=1C.[C:41]([C:43]1[CH:44]=[C:45]([CH:59]=[CH:60][C:61]=1[O:62][CH:63]([CH3:65])[CH3:64])[C:46]([O:48][NH:49][C:50](=[NH:58])[C:51]1[CH:56]=[CH:55][N:54]=[CH:53][C:52]=1[CH3:57])=O)#[N:42].Cl. The yield is 0.450. The product is [CH:63]([O:62][C:61]1[CH:60]=[CH:59][C:45]([C:46]2[O:48][N:49]=[C:50]([C:51]3[CH:56]=[CH:55][N:54]=[CH:53][C:52]=3[CH3:57])[N:58]=2)=[CH:44][C:43]=1[C:41]#[N:42])([CH3:65])[CH3:64].